From a dataset of Reaction yield outcomes from USPTO patents with 853,638 reactions. Predict the reaction yield, written as a fraction of the theoretical maximum amount of product (1.0 means a 100% yield; for example, 0.34 means a 34% yield). (1) The reactants are [CH3:1][C:2]([C:4]1[CH:9]=[CH:8][C:7]([N+:10]([O-:12])=[O:11])=[CH:6][CH:5]=1)=O.[C:13](C=P(C1C=CC=CC=1)(C1C=CC=CC=1)C1C=CC=CC=1)([O:15][CH2:16][CH3:17])=[O:14].[C:38]1(C)C=CC=CC=1. No catalyst specified. The product is [N+:10]([C:7]1[CH:8]=[CH:9][C:4](/[C:2](/[CH3:38])=[CH:1]/[C:13]([O:15][CH2:16][CH3:17])=[O:14])=[CH:5][CH:6]=1)([O-:12])=[O:11]. The yield is 0.290. (2) The yield is 0.600. The catalyst is C1COCC1.CN(C1C=CN=CC=1)C. The reactants are [CH3:1][O:2][C:3]1[CH:4]=[C:5]2[C:10](=[CH:11][C:12]=1[O:13][CH3:14])[N:9]=[CH:8][N:7]=[C:6]2[S:15][C:16]1[CH:17]=[C:18]([CH:20]=[CH:21][CH:22]=1)[NH2:19].[C:23]1([N:29]2[C:33]([NH:34][C:35](=O)[O:36]C3C=CC=CC=3)=[CH:32][C:31]([C:44]([CH3:50])([CH3:49])[C:45]([F:48])([F:47])[F:46])=[N:30]2)[CH:28]=[CH:27][CH:26]=[CH:25][CH:24]=1. The product is [CH3:1][O:2][C:3]1[CH:4]=[C:5]2[C:10](=[CH:11][C:12]=1[O:13][CH3:14])[N:9]=[CH:8][N:7]=[C:6]2[S:15][C:16]1[CH:17]=[C:18]([NH:19][C:35]([NH:34][C:33]2[N:29]([C:23]3[CH:28]=[CH:27][CH:26]=[CH:25][CH:24]=3)[N:30]=[C:31]([C:44]([CH3:50])([CH3:49])[C:45]([F:48])([F:47])[F:46])[CH:32]=2)=[O:36])[CH:20]=[CH:21][CH:22]=1. (3) The reactants are Br[C:2]1[CH:3]=[N:4][CH:5]=[C:6]2[C:11]=1[N:10]=[C:9]([C:12]([NH:14][CH2:15][C:16]([CH3:19])([CH3:18])[CH3:17])=[O:13])[CH:8]=[CH:7]2.[F:20][C:21]1[CH:26]=[CH:25][C:24]([F:27])=[CH:23][C:22]=1B(O)O.C(=O)([O-])[O-].[Cs+].[Cs+]. The catalyst is O1CCOCC1.O.C1(P([C-]2C=CC=C2)C2C=CC=CC=2)C=CC=CC=1.[C-]1(P(C2C=CC=CC=2)C2C=CC=CC=2)C=CC=C1.[Fe+2].[Pd](Cl)Cl. The product is [F:20][C:21]1[CH:26]=[CH:25][C:24]([F:27])=[CH:23][C:22]=1[C:2]1[CH:3]=[N:4][CH:5]=[C:6]2[C:11]=1[N:10]=[C:9]([C:12]([NH:14][CH2:15][C:16]([CH3:19])([CH3:18])[CH3:17])=[O:13])[CH:8]=[CH:7]2. The yield is 0.930. (4) The reactants are [F:1][C:2]1[CH:7]=[CH:6][C:5]([N+:8]([O-])=O)=[CH:4][C:3]=1[C:11]1[CH:16]=[CH:15][N:14]=[CH:13][CH:12]=1. The catalyst is C(O)C.C(OCC)(=O)C.[Pt](=O)=O. The product is [F:1][C:2]1[CH:7]=[CH:6][C:5]([NH2:8])=[CH:4][C:3]=1[C:11]1[CH:12]=[CH:13][N:14]=[CH:15][CH:16]=1. The yield is 1.00. (5) The reactants are Cl.[CH3:2][O:3][C:4]1[N:5]=[C:6]2[C:11](=[CH:12][CH:13]=1)[N:10]=[CH:9][CH:8]=[C:7]2[C:14]1[CH:19]=[CH:18][C:17]([CH2:20][CH2:21][NH2:22])=[CH:16][CH:15]=1.C(N(CC)CC)C.[O:30]=[C:31]1[NH:36][C:35]2[CH:37]=[C:38]([S:41](Cl)(=[O:43])=[O:42])[CH:39]=[CH:40][C:34]=2[S:33][CH2:32]1. The catalyst is C(Cl)Cl. The product is [CH3:2][O:3][C:4]1[N:5]=[C:6]2[C:11](=[CH:12][CH:13]=1)[N:10]=[CH:9][CH:8]=[C:7]2[C:14]1[CH:19]=[CH:18][C:17]([CH2:20][CH2:21][NH:22][S:41]([C:38]2[CH:39]=[CH:40][C:34]3[S:33][CH2:32][C:31](=[O:30])[NH:36][C:35]=3[CH:37]=2)(=[O:43])=[O:42])=[CH:16][CH:15]=1. The yield is 0.750. (6) The reactants are [C:1]([O:5][C:6]([N:8]1[C:16]2[C:11](=[CH:12][CH:13]=[C:14]([OH:17])[CH:15]=2)[C:10]([NH2:18])=[N:9]1)=[O:7])([CH3:4])([CH3:3])[CH3:2].C([O-])([O-])=O.[K+].[K+].Br[CH2:26][CH2:27][O:28][CH2:29][C:30]1[CH:35]=[CH:34][CH:33]=[CH:32][CH:31]=1.O. The catalyst is CN(C=O)C.C(Cl)Cl.CCOC(C)=O. The product is [C:1]([O:5][C:6]([N:8]1[C:16]2[C:11](=[CH:12][CH:13]=[C:14]([O:17][CH2:26][CH2:27][O:28][CH2:29][C:30]3[CH:35]=[CH:34][CH:33]=[CH:32][CH:31]=3)[CH:15]=2)[C:10]([NH2:18])=[N:9]1)=[O:7])([CH3:4])([CH3:2])[CH3:3]. The yield is 0.720.